This data is from Peptide-MHC class II binding affinity with 134,281 pairs from IEDB. The task is: Regression. Given a peptide amino acid sequence and an MHC pseudo amino acid sequence, predict their binding affinity value. This is MHC class II binding data. (1) The peptide sequence is PEVKYAVFEAALTKA. The MHC is HLA-DQA10401-DQB10402 with pseudo-sequence HLA-DQA10401-DQB10402. The binding affinity (normalized) is 0.257. (2) The peptide sequence is LCSDKQPCNGVTMND. The binding affinity (normalized) is 0. The MHC is DRB1_0901 with pseudo-sequence DRB1_0901. (3) The peptide sequence is VKSSKPLVGPFNFRF. The MHC is DRB1_0802 with pseudo-sequence DRB1_0802. The binding affinity (normalized) is 0.260. (4) The peptide sequence is DGPIRRNPAGNVARP. The MHC is DRB1_1501 with pseudo-sequence DRB1_1501. The binding affinity (normalized) is 0.447. (5) The peptide sequence is PFTVRYTTEGGTKGE. The MHC is HLA-DPA10201-DPB10501 with pseudo-sequence HLA-DPA10201-DPB10501. The binding affinity (normalized) is 0.0754.